Predict the reaction yield, written as a fraction of the theoretical maximum amount of product (1.0 means a 100% yield; for example, 0.34 means a 34% yield). From a dataset of Reaction yield outcomes from USPTO patents with 853,638 reactions. The reactants are Br[C:2]1[CH:3]=[C:4]([CH:36]=[CH:37][C:38]=1[Cl:39])[C:5]([N:7]([CH:9]1[CH:13]([C:14]2[CH:19]=[CH:18][C:17]([Cl:20])=[C:16]([Cl:21])[CH:15]=2)[CH2:12][N:11]([C:22]([CH:24]2[CH2:29][CH2:28][N:27]([C:30]([C:32]3([CH3:35])[CH2:34][CH2:33]3)=[O:31])[CH2:26][CH2:25]2)=[O:23])[CH2:10]1)[CH3:8])=[O:6].[CH2:40]([Zn]CC)[CH3:41]. The catalyst is C1COCC1.C1C=CC([P]([Pd]([P](C2C=CC=CC=2)(C2C=CC=CC=2)C2C=CC=CC=2)([P](C2C=CC=CC=2)(C2C=CC=CC=2)C2C=CC=CC=2)[P](C2C=CC=CC=2)(C2C=CC=CC=2)C2C=CC=CC=2)(C2C=CC=CC=2)C2C=CC=CC=2)=CC=1. The product is [Cl:39][C:38]1[CH:37]=[CH:36][C:4]([C:5]([N:7]([CH:9]2[CH:13]([C:14]3[CH:19]=[CH:18][C:17]([Cl:20])=[C:16]([Cl:21])[CH:15]=3)[CH2:12][N:11]([C:22]([CH:24]3[CH2:29][CH2:28][N:27]([C:30]([C:32]4([CH3:35])[CH2:34][CH2:33]4)=[O:31])[CH2:26][CH2:25]3)=[O:23])[CH2:10]2)[CH3:8])=[O:6])=[CH:3][C:2]=1[CH2:40][CH3:41]. The yield is 0.470.